From a dataset of Reaction yield outcomes from USPTO patents with 853,638 reactions. Predict the reaction yield, written as a fraction of the theoretical maximum amount of product (1.0 means a 100% yield; for example, 0.34 means a 34% yield). (1) The reactants are [CH2:1]([O:3][C:4](=[O:23])[C:5]([C:12]1[CH:17]=[CH:16][C:15]([S:18]([CH2:21][CH3:22])(=[O:20])=[O:19])=[CH:14][CH:13]=1)=[CH:6][CH:7]1[CH2:11][CH2:10][CH2:9][CH2:8]1)[CH3:2].[H][H]. The catalyst is C(O)C.[Pd]. The product is [CH2:1]([O:3][C:4](=[O:23])[CH:5]([C:12]1[CH:13]=[CH:14][C:15]([S:18]([CH2:21][CH3:22])(=[O:20])=[O:19])=[CH:16][CH:17]=1)[CH2:6][CH:7]1[CH2:8][CH2:9][CH2:10][CH2:11]1)[CH3:2]. The yield is 0.710. (2) The reactants are [C:1]1([C:7]2[C:11]3[CH2:12][NH:13][CH2:14][CH2:15][C:10]=3[NH:9][N:8]=2)[CH:6]=[CH:5][CH:4]=[CH:3][CH:2]=1.[OH:16][CH:17]([CH2:21][C:22]1[CH:27]=[CH:26][CH:25]=[CH:24][CH:23]=1)[C:18](O)=[O:19].CN(C(ON1N=NC2C=CC=NC1=2)=[N+](C)C)C.F[P-](F)(F)(F)(F)F.CCN(C(C)C)C(C)C. The catalyst is O. The product is [OH:16][CH:17]([CH2:21][C:22]1[CH:27]=[CH:26][CH:25]=[CH:24][CH:23]=1)[C:18]([N:13]1[CH2:14][CH2:15][C:10]2[NH:9][N:8]=[C:7]([C:1]3[CH:2]=[CH:3][CH:4]=[CH:5][CH:6]=3)[C:11]=2[CH2:12]1)=[O:19]. The yield is 0.394.